The task is: Regression. Given a peptide amino acid sequence and an MHC pseudo amino acid sequence, predict their binding affinity value. This is MHC class I binding data.. This data is from Peptide-MHC class I binding affinity with 185,985 pairs from IEDB/IMGT. The peptide sequence is KVFDKSLLY. The MHC is HLA-A01:01 with pseudo-sequence HLA-A01:01. The binding affinity (normalized) is 0.278.